Dataset: Forward reaction prediction with 1.9M reactions from USPTO patents (1976-2016). Task: Predict the product of the given reaction. (1) Given the reactants F[C:2]1[N:7]2[CH:8]=[C:9]([CH2:11][N:12]3[C@H:25]4[C@H:16]([CH2:17][CH2:18][C:19]5[C:24]4=[N:23][CH:22]=[CH:21][CH:20]=5)[CH2:15][CH2:14][CH2:13]3)[N:10]=[C:6]2[CH:5]=[CH:4][CH:3]=1.[CH3:26][N:27]1[CH2:33][CH2:32][CH2:31][NH:30][CH2:29][CH2:28]1.O, predict the reaction product. The product is: [CH3:26][N:27]1[CH2:33][CH2:32][CH2:31][N:30]([C:2]2[N:7]3[CH:8]=[C:9]([CH2:11][N:12]4[C@H:25]5[C@H:16]([CH2:17][CH2:18][C:19]6[C:24]5=[N:23][CH:22]=[CH:21][CH:20]=6)[CH2:15][CH2:14][CH2:13]4)[N:10]=[C:6]3[CH:5]=[CH:4][CH:3]=2)[CH2:29][CH2:28]1. (2) Given the reactants [Cl:1]Cl.[F:3][CH:4]([F:13])[C:5]1[NH:9][N:8]=[C:7]([C:10]([OH:12])=[O:11])[CH:6]=1, predict the reaction product. The product is: [F:13][CH:4]([F:3])[C:5]1[NH:9][N:8]=[C:7]([C:10]([OH:12])=[O:11])[C:6]=1[Cl:1]. (3) Given the reactants [CH2:1]([O:8][C:9]1[CH:14]=[CH:13][C:12]([N+:15]([O-:17])=[O:16])=[C:11](F)[CH:10]=1)[C:2]1[CH:7]=[CH:6][CH:5]=[CH:4][CH:3]=1.C(=O)([O-])[O-].[K+].[K+].CN(C=O)C.[SH:30][CH2:31][CH2:32][C:33]([O:35][CH2:36][CH:37]([CH2:42][CH3:43])[CH2:38][CH2:39][CH2:40][CH3:41])=[O:34], predict the reaction product. The product is: [CH2:1]([O:8][C:9]1[CH:14]=[CH:13][C:12]([N+:15]([O-:17])=[O:16])=[C:11]([S:30][CH2:31][CH2:32][C:33]([O:35][CH2:36][CH:37]([CH2:42][CH3:43])[CH2:38][CH2:39][CH2:40][CH3:41])=[O:34])[CH:10]=1)[C:2]1[CH:7]=[CH:6][CH:5]=[CH:4][CH:3]=1. (4) Given the reactants [CH2:1]([O:3][C:4]([C@@:6]1([NH:11][C:12](=[O:48])[C@@H:13]2[CH2:17][C@@H:16]([O:18][C:19]3[C:28]4[C:23](=[CH:24][C:25]([O:29][CH3:30])=[CH:26][CH:27]=4)[N:22]=[C:21]([C:31]4[CH:36]=[CH:35][CH:34]=[CH:33][CH:32]=4)[CH:20]=3)[CH2:15][N:14]2[C:37]([NH:39][NH:40]C(OC(C)(C)C)=O)=[O:38])[CH2:8][C@H:7]1[CH:9]=[CH2:10])=[O:5])[CH3:2].C1(C)C=CC=CC=1, predict the reaction product. The product is: [CH2:1]([O:3][C:4]([C@@:6]1([NH:11][C:12](=[O:48])[C@@H:13]2[CH2:17][C@@H:16]([O:18][C:19]3[C:28]4[C:23](=[CH:24][C:25]([O:29][CH3:30])=[CH:26][CH:27]=4)[N:22]=[C:21]([C:31]4[CH:32]=[CH:33][CH:34]=[CH:35][CH:36]=4)[CH:20]=3)[CH2:15][N:14]2[C:37]([NH:39][NH2:40])=[O:38])[CH2:8][C@H:7]1[CH:9]=[CH2:10])=[O:5])[CH3:2]. (5) Given the reactants Cl.O1CCOCC1.[O:8]1[CH2:13][CH2:12][N:11]([C:14]2[CH:15]=[C:16]([C:21]3[CH:34]=[CH:33][CH:32]=[C:31]4[C:22]=3[S:23][C:24]3[CH:25]=[CH:26][C:27]([NH:35][C:36](=[O:54])[C@@H:37]([NH:45][C:46](=O)OCC(C)(C)C)[CH2:38][C:39]5[CH:44]=[CH:43][CH:42]=[CH:41][CH:40]=5)=[CH:28][C:29]=3[S:30]4)[NH:17][C:18](=[O:20])[CH:19]=2)[CH2:10][CH2:9]1, predict the reaction product. The product is: [CH3:46][NH:45][C@@H:37]([CH2:38][C:39]1[CH:40]=[CH:41][CH:42]=[CH:43][CH:44]=1)[C:36]([NH:35][C:27]1[CH:26]=[CH:25][C:24]2[S:23][C:22]3[C:31](=[CH:32][CH:33]=[CH:34][C:21]=3[C:16]3[NH:17][C:18](=[O:20])[CH:19]=[C:14]([N:11]4[CH2:10][CH2:9][O:8][CH2:13][CH2:12]4)[CH:15]=3)[S:30][C:29]=2[CH:28]=1)=[O:54]. (6) Given the reactants Br[C:2]1[N:6]2[CH2:7][CH2:8][N:9]([C:11]([O:13][C:14]([CH3:17])([CH3:16])[CH3:15])=[O:12])[CH2:10][C:5]2=[N:4][N:3]=1.C([Sn](CCCC)(CCCC)[C:23]1[CH:28]=[CH:27][CH:26]=[CH:25][N:24]=1)CCC, predict the reaction product. The product is: [N:24]1[CH:25]=[CH:26][CH:27]=[CH:28][C:23]=1[C:2]1[N:6]2[CH2:7][CH2:8][N:9]([C:11]([O:13][C:14]([CH3:17])([CH3:16])[CH3:15])=[O:12])[CH2:10][C:5]2=[N:4][N:3]=1.